This data is from Full USPTO retrosynthesis dataset with 1.9M reactions from patents (1976-2016). The task is: Predict the reactants needed to synthesize the given product. Given the product [O:28]1[CH2:29][CH2:30][N:25]([C:2]2[N:11]=[C:10]([NH:12][CH2:13][C:14]3[CH:19]=[CH:18][C:17]4[O:20][CH2:21][O:22][C:16]=4[CH:15]=3)[C:9]3[C:4](=[CH:5][CH:6]=[C:7]([C:23]#[N:24])[CH:8]=3)[N:3]=2)[CH2:26][CH2:27]1, predict the reactants needed to synthesize it. The reactants are: Cl[C:2]1[N:11]=[C:10]([NH:12][CH2:13][C:14]2[CH:19]=[CH:18][C:17]3[O:20][CH2:21][O:22][C:16]=3[CH:15]=2)[C:9]2[C:4](=[CH:5][CH:6]=[C:7]([C:23]#[N:24])[CH:8]=2)[N:3]=1.[NH:25]1[CH2:30][CH2:29][O:28][CH2:27][CH2:26]1.C(O)(C)C.